From a dataset of Full USPTO retrosynthesis dataset with 1.9M reactions from patents (1976-2016). Predict the reactants needed to synthesize the given product. (1) Given the product [C:1]([O:4][CH:5]([C:7]#[C:8][C:9]1[CH:14]=[CH:13][CH:12]=[CH:11][C:10]=1/[CH:15]=[N:24]\[OH:25])[CH3:6])(=[O:3])[CH3:2], predict the reactants needed to synthesize it. The reactants are: [C:1]([O:4][CH:5]([C:7]#[C:8][C:9]1[CH:14]=[CH:13][CH:12]=[CH:11][C:10]=1[CH:15]=O)[CH3:6])(=[O:3])[CH3:2].N1C=CC=CC=1.Cl.[NH2:24][OH:25]. (2) The reactants are: Br[C:2]1[N:9]=[CH:8][CH:7]=[C:6]([Cl:10])[C:3]=1[CH:4]=[O:5].[CH3:11][C:12]1([CH3:25])[CH2:24][C:15]2[C:16]3[CH2:21][CH2:20][NH:19][C:18](=[O:22])[C:17]=3[S:23][C:14]=2[CH2:13]1.CC1(C)C2C(=C(P(C3C=CC=CC=3)C3C=CC=CC=3)C=CC=2)OC2C(P(C3C=CC=CC=3)C3C=CC=CC=3)=CC=CC1=2.C([O-])([O-])=O.[Cs+].[Cs+]. Given the product [Cl:10][C:6]1[CH:7]=[CH:8][N:9]=[C:2]([N:19]2[CH2:20][CH2:21][C:16]3[C:15]4[CH2:24][C:12]([CH3:11])([CH3:25])[CH2:13][C:14]=4[S:23][C:17]=3[C:18]2=[O:22])[C:3]=1[CH:4]=[O:5], predict the reactants needed to synthesize it. (3) Given the product [I:16][C:13]1[C:14](=[O:15])[NH:9][C:10](=[O:36])[N:11]([CH2:17][CH2:18][CH2:19][N:20]2[CH2:25][C@H:24]3[C@:22]([C:26]4[CH:27]=[CH:28][C:29]([C:32]([F:35])([F:34])[F:33])=[CH:30][CH:31]=4)([CH2:23]3)[CH2:21]2)[CH:12]=1, predict the reactants needed to synthesize it. The reactants are: C([N:9]1[C:14](=[O:15])[C:13]([I:16])=[CH:12][N:11]([CH2:17][CH2:18][CH2:19][N:20]2[CH2:25][C@H:24]3[C@:22]([C:26]4[CH:31]=[CH:30][C:29]([C:32]([F:35])([F:34])[F:33])=[CH:28][CH:27]=4)([CH2:23]3)[CH2:21]2)[C:10]1=[O:36])(=O)C1C=CC=CC=1. (4) Given the product [NH2:31][C:32]1[C:37]([Cl:38])=[CH:36][C:35]([S:39]([NH:8][C@@H:9]([C:18]([N:22]2[CH2:23][CH2:24][C@H:25]3[C@@H:30]([CH2:29][CH2:28][CH2:27][CH2:26]3)[CH2:21]2)=[O:20])[CH2:10][CH2:11][C:12]2[CH:13]=[CH:14][CH:15]=[CH:16][CH:17]=2)(=[O:41])=[O:40])=[CH:34][C:33]=1[Cl:43], predict the reactants needed to synthesize it. The reactants are: C([NH:8][C@@H:9]([C:18]([OH:20])=O)[CH2:10][CH2:11][C:12]1[CH:17]=[CH:16][CH:15]=[CH:14][CH:13]=1)(OC(C)(C)C)=O.[CH2:21]1[C@H:30]2[C@@H:25]([CH2:26][CH2:27][CH2:28][CH2:29]2)[CH2:24][CH2:23][NH:22]1.[NH2:31][C:32]1[C:37]([Cl:38])=[CH:36][C:35]([S:39](Cl)(=[O:41])=[O:40])=[CH:34][C:33]=1[Cl:43]. (5) Given the product [F:16][C:14]1[CH:13]=[C:12]2[C:7]([CH:8]=[N:9][C:10]([CH3:17])=[N:11]2)=[C:6]([NH:5][CH:4]2[C:3]([C:2]([F:29])([F:28])[F:1])([OH:18])[CH2:19][C:20]3[C:21](=[CH:22][CH:23]=[CH:24][CH:25]=3)[O:26]2)[CH:15]=1, predict the reactants needed to synthesize it. The reactants are: [F:1][C:2]([F:29])([F:28])[C:3]([CH2:19][C:20]1[CH:25]=[CH:24][CH:23]=[CH:22][C:21]=1[O:26]C)([OH:18])[CH:4]=[N:5][C:6]1[CH:15]=[C:14]([F:16])[CH:13]=[C:12]2[C:7]=1[CH:8]=[N:9][C:10]([CH3:17])=[N:11]2.B(Br)(Br)Br. (6) Given the product [CH2:1]([O:3][C:4]([C:6]1([C:9]2[CH:10]=[CH:11][C:12]([C:15]3[CH:20]=[CH:19][C:18]([C:21]4[O:25][N:24]=[C:23]([CH3:26])[C:22]=4[NH:27][C:28]4[CH:33]=[CH:32][CH:31]=[C:30]([C:34]5[N:36]=[N:37][NH:38][N:35]=5)[N:29]=4)=[CH:17][CH:16]=3)=[CH:13][CH:14]=2)[CH2:8][CH2:7]1)=[O:5])[CH3:2], predict the reactants needed to synthesize it. The reactants are: [CH2:1]([O:3][C:4]([C:6]1([C:9]2[CH:14]=[CH:13][C:12]([C:15]3[CH:20]=[CH:19][C:18]([C:21]4[O:25][N:24]=[C:23]([CH3:26])[C:22]=4[NH:27][C:28]4[CH:33]=[CH:32][CH:31]=[C:30]([C:34]#[N:35])[N:29]=4)=[CH:17][CH:16]=3)=[CH:11][CH:10]=2)[CH2:8][CH2:7]1)=[O:5])[CH3:2].[N:36]([Sn](CCCC)(CCCC)CCCC)=[N+:37]=[N-:38]. (7) Given the product [CH3:8][C:4]1[CH:5]=[CH:6][CH:7]=[C:2]([CH3:1])[C:3]=1[NH:9][C:10](=[O:30])[CH2:11][N:12]1[CH2:13][CH2:14][N:15]([C:18](=[O:29])[CH2:37][C:31]2[CH:36]=[CH:35][CH:34]=[CH:33][CH:32]=2)[CH2:16][CH2:17]1, predict the reactants needed to synthesize it. The reactants are: [CH3:1][C:2]1[CH:7]=[CH:6][CH:5]=[C:4]([CH3:8])[C:3]=1[NH:9][C:10](=[O:30])[CH2:11][N:12]1[CH2:17][CH2:16][N:15]([C:18](=[O:29])C(O)CCC2C=CC=CC=2)[CH2:14][CH2:13]1.[C:31]1([CH2:37]C(O)=O)[CH:36]=[CH:35][CH:34]=[CH:33][CH:32]=1.OC1C=CC=CC=1[C@@H](CC)C(O)=O.